Dataset: Full USPTO retrosynthesis dataset with 1.9M reactions from patents (1976-2016). Task: Predict the reactants needed to synthesize the given product. (1) Given the product [NH2:11][C:3]1[CH:4]=[C:5]([CH:9]=[CH:10][C:2]=1[CH3:1])[C:6]([NH:16][CH2:14][CH3:15])=[O:7], predict the reactants needed to synthesize it. The reactants are: [CH3:1][C:2]1[CH:10]=[CH:9][C:5]([C:6](Cl)=[O:7])=[CH:4][C:3]=1[N+:11]([O-])=O.[CH2:14]([NH2:16])[CH3:15]. (2) Given the product [CH:10]1[C:11]2[CH:12]([CH2:14][O:15][C:16]([N:18]3[C:26]4[C:21](=[CH:22][C:23]([NH2:27])=[CH:24][CH:25]=4)[CH:20]=[CH:19]3)=[O:17])[C:13]3[C:5](=[CH:4][CH:3]=[CH:2][CH:1]=3)[C:6]=2[CH:7]=[CH:8][CH:9]=1, predict the reactants needed to synthesize it. The reactants are: [CH:1]1[C:13]2[CH:12]([CH2:14][O:15][C:16]([N:18]3[C:26]4[C:21](=[CH:22][C:23]([N+:27]([O-])=O)=[CH:24][CH:25]=4)[CH:20]=[CH:19]3)=[O:17])[C:11]3[C:6](=[CH:7][CH:8]=[CH:9][CH:10]=3)[C:5]=2[CH:4]=[CH:3][CH:2]=1. (3) Given the product [CH3:37][NH:38][C:33]([CH2:32][CH2:31][NH:30][C:28]([N:9]1[CH2:10][CH:11]([CH2:23][C:24]([CH3:25])([CH3:27])[CH3:26])[C:12]([C:15]2[CH:20]=[CH:19][C:18]([Cl:21])=[CH:17][C:16]=2[F:22])([C:13]#[N:14])[CH:8]1[C:4]1[CH:5]=[CH:6][CH:7]=[C:2]([Cl:1])[C:3]=1[F:36])=[O:29])=[O:35], predict the reactants needed to synthesize it. The reactants are: [Cl:1][C:2]1[C:3]([F:36])=[C:4]([C@@H:8]2[C@:12]([C:15]3[CH:20]=[CH:19][C:18]([Cl:21])=[CH:17][C:16]=3[F:22])([C:13]#[N:14])[C@H:11]([CH2:23][C:24]([CH3:27])([CH3:26])[CH3:25])[CH2:10][N:9]2[C:28]([NH:30][CH2:31][CH2:32][C:33]([OH:35])=O)=[O:29])[CH:5]=[CH:6][CH:7]=1.[CH3:37][NH2:38]. (4) Given the product [Cl:27][C:28]1[CH:33]=[C:32]([N:22]2[CH:26]=[CH:25][N:24]=[CH:23]2)[CH:31]=[CH:30][C:29]=1[C:35]1[S:36][C:37]([N:40]2[CH2:41][C@@H:42]3[C@@H:46]([CH2:45][N:44]([CH3:48])[CH2:43]3)[CH2:47]2)=[N:38][N:39]=1, predict the reactants needed to synthesize it. The reactants are: N1C=CC=CC=1C1NC2C=CC=CC=2N=1.C(=O)([O-])[O-].[Cs+].[Cs+].[NH:22]1[CH:26]=[CH:25][N:24]=[CH:23]1.[Cl:27][C:28]1[CH:33]=[C:32](I)[CH:31]=[CH:30][C:29]=1[C:35]1[S:36][C:37]([N:40]2[CH2:47][C@@H:46]3[C@@H:42]([CH2:43][N:44]([CH3:48])[CH2:45]3)[CH2:41]2)=[N:38][N:39]=1.